This data is from Forward reaction prediction with 1.9M reactions from USPTO patents (1976-2016). The task is: Predict the product of the given reaction. Given the reactants CO[C:3]([C:5]1[C:6](=[O:20])[NH:7][C:8]([C:13]([F:19])([F:18])[C:14]([F:17])([F:16])[F:15])=[C:9]([CH2:11][CH3:12])[CH:10]=1)=[O:4].[CH:21]1([NH2:24])[CH2:23][CH2:22]1.Cl, predict the reaction product. The product is: [CH:21]1([NH:24][C:3]([C:5]2[C:6](=[O:20])[NH:7][C:8]([C:13]([F:18])([F:19])[C:14]([F:15])([F:16])[F:17])=[C:9]([CH2:11][CH3:12])[CH:10]=2)=[O:4])[CH2:23][CH2:22]1.